This data is from Full USPTO retrosynthesis dataset with 1.9M reactions from patents (1976-2016). The task is: Predict the reactants needed to synthesize the given product. (1) Given the product [C:2]([C:7]1[S:11][C:10]([CH2:12][N:13]2[CH:17]=[CH:16][C:15]([NH:18][C:32]([C:28]3[N:29]=[CH:30][O:31][C:27]=3[C:23]3[CH:24]=[CH:25][CH:26]=[C:21]([C:19]#[N:20])[CH:22]=3)=[O:33])=[N:14]2)=[CH:9][CH:8]=1)(=[O:6])[CH3:1], predict the reactants needed to synthesize it. The reactants are: [CH3:1][C:2]1([C:7]2[S:11][C:10]([CH2:12][N:13]3[CH:17]=[CH:16][C:15]([NH2:18])=[N:14]3)=[CH:9][CH:8]=2)[O:6]CCO1.[C:19]([C:21]1[CH:22]=[C:23]([C:27]2[O:31][CH:30]=[N:29][C:28]=2[C:32](O)=[O:33])[CH:24]=[CH:25][CH:26]=1)#[N:20]. (2) Given the product [CH3:1][O:2][C:3]1[CH:4]=[C:5]([CH2:11][CH2:12][N:13]([CH3:19])[CH2:14][CH2:15][CH2:16][NH2:18])[CH:6]=[CH:7][C:8]=1[O:9][CH3:10], predict the reactants needed to synthesize it. The reactants are: [CH3:1][O:2][C:3]1[CH:4]=[C:5]([CH2:11][CH2:12][N:13]([CH3:19])[CH2:14][CH2:15][C:16]([NH2:18])=O)[CH:6]=[CH:7][C:8]=1[O:9][CH3:10].[H-].[Al+3].[Li+].[H-].[H-].[H-].O.[OH-].[Na+]. (3) Given the product [NH:23]1[CH2:24][CH2:25][CH2:26][CH:20]([NH:19][C:17]([C@@H:12]([NH:11][C:9](=[O:10])[O:8][CH2:7][C:1]2[CH:2]=[CH:3][CH:4]=[CH:5][CH:6]=2)[CH2:13][CH:14]([CH3:16])[CH3:15])=[O:18])[CH2:21][CH2:22]1, predict the reactants needed to synthesize it. The reactants are: [C:1]1([CH2:7][O:8][C:9]([NH:11][C@H:12]([C:17]([NH:19][CH:20]2[CH2:26][CH2:25][CH2:24][N:23](C(OC(C)(C)C)=O)[CH2:22][CH2:21]2)=[O:18])[CH2:13][CH:14]([CH3:16])[CH3:15])=[O:10])[CH:6]=[CH:5][CH:4]=[CH:3][CH:2]=1.Cl. (4) Given the product [ClH:1].[Cl:1][C:2]1[CH:7]=[CH:6][CH:5]=[CH:4][C:3]=1[C:8]1[C:9]2[C:13]([CH:14]=[CH:15][CH:16]=1)=[N:12][N:11]1[C:17]([CH:22]3[CH2:27][CH2:26][NH:25][CH2:24][CH2:23]3)=[CH:18][C:19](=[O:21])[NH:20][C:10]=21, predict the reactants needed to synthesize it. The reactants are: [Cl:1][C:2]1[CH:7]=[CH:6][CH:5]=[CH:4][C:3]=1[C:8]1[C:9]2[C:13]([CH:14]=[CH:15][CH:16]=1)=[N:12][N:11]1[C:17]([CH:22]3[CH2:27][CH2:26][N:25](C(OC(C)(C)C)=O)[CH2:24][CH2:23]3)=[CH:18][C:19](=[O:21])[NH:20][C:10]=21.Cl. (5) Given the product [NH2:7][C@@H:10]([C@H:14]([CH2:20][CH3:21])[CH2:15][C:16]([F:17])([F:18])[F:19])[CH2:11][OH:12], predict the reactants needed to synthesize it. The reactants are: [H-].[Al+3].[Li+].[H-].[H-].[H-].[N:7]([C@@H:10]([C@H:14]([CH2:20][CH3:21])[CH2:15][C:16]([F:19])([F:18])[F:17])[C:11](O)=[O:12])=[N+]=[N-].